From a dataset of Catalyst prediction with 721,799 reactions and 888 catalyst types from USPTO. Predict which catalyst facilitates the given reaction. (1) Reactant: [OH:1][C:2]1[C:11]2[N:10]=[CH:9][CH:8]=[CH:7][C:6]=2[C:5]([C:12]([O:14][CH3:15])=[O:13])=[N:4][C:3]=1[C:16]([O:18]C)=O.[F:20][C:21]1[CH:26]=[CH:25][C:24]([CH2:27][NH2:28])=[C:23]([S:29][CH3:30])[CH:22]=1.CN(C=O)C. Product: [F:20][C:21]1[CH:26]=[CH:25][C:24]([CH2:27][NH:28][C:16]([C:3]2[N:4]=[C:5]([C:12]([O:14][CH3:15])=[O:13])[C:6]3[CH:7]=[CH:8][CH:9]=[N:10][C:11]=3[C:2]=2[OH:1])=[O:18])=[C:23]([S:29][CH3:30])[CH:22]=1. The catalyst class is: 11. (2) Reactant: [Br:1][C:2]1[CH:3]=[C:4]([CH2:8][C:9](=[O:11])[CH3:10])[CH:5]=[CH:6][CH:7]=1.CI.[C:14](=O)([O-])[O-].[Cs+].[Cs+].CCOCC. Product: [Br:1][C:2]1[CH:3]=[C:4]([CH:8]([CH3:14])[C:9](=[O:11])[CH3:10])[CH:5]=[CH:6][CH:7]=1. The catalyst class is: 47. (3) Reactant: [F:1][C:2]1[CH:3]=[CH:4][C:5]2=[C:6]([CH:33]=1)[O:7][CH2:8][C:9]1[CH:19]=[C:18]([CH2:20][N:21]3[C:25]4[CH:26]=[CH:27][CH:28]=[C:29]([OH:30])[C:24]=4[N:23]=[C:22]3[CH2:31][OH:32])[CH:17]=[CH:16][C:10]=1/[C:11]/2=[C:12](/[CH3:15])\[C:13]#[N:14].N1C(C)=CC=CC=1C.FC(F)(F)S(O[Si:48]([C:51]([CH3:54])([CH3:53])[CH3:52])([CH3:50])[CH3:49])(=O)=O.C(=O)([O-])O.[Na+].C(=O)([O-])[O-].[K+].[K+]. Product: [O:32]([CH2:31][C:22]1[N:21]([CH2:20][C:18]2[CH:17]=[CH:16][C:10]3/[C:11](=[C:12](/[CH3:15])\[C:13]#[N:14])/[C:5]4[CH:4]=[CH:3][C:2]([F:1])=[CH:33][C:6]=4[O:7][CH2:8][C:9]=3[CH:19]=2)[C:25]2[CH:26]=[CH:27][CH:28]=[C:29]([OH:30])[C:24]=2[N:23]=1)[Si:48]([C:51]([CH3:54])([CH3:53])[CH3:52])([CH3:50])[CH3:49]. The catalyst class is: 46. (4) Reactant: [F:1][C:2]1[C:3]([NH:20][C@@H:21]2[CH2:26][CH2:25][CH2:24][N:23]([C:27](=[O:30])[CH:28]=[CH2:29])[CH2:22]2)=[N:4][C:5]([NH:8][C:9]2[CH:19]=[CH:18][C:12]3[CH2:13][CH2:14][NH:15][CH2:16][CH2:17][C:11]=3[CH:10]=2)=[N:6][CH:7]=1.CC1C=CC(S(O[CH2:42][CH:43]2[CH2:46][O:45][CH2:44]2)(=O)=O)=CC=1.C([O-])([O-])=O.[K+].[K+]. Product: [F:1][C:2]1[C:3]([NH:20][C@@H:21]2[CH2:26][CH2:25][CH2:24][N:23]([C:27](=[O:30])[CH:28]=[CH2:29])[CH2:22]2)=[N:4][C:5]([NH:8][C:9]2[CH:19]=[CH:18][C:12]3[CH2:13][CH2:14][N:15]([CH2:42][CH:43]4[CH2:46][O:45][CH2:44]4)[CH2:16][CH2:17][C:11]=3[CH:10]=2)=[N:6][CH:7]=1. The catalyst class is: 144. (5) Reactant: [Cl:1][C:2]1[CH:7]=[CH:6][C:5]([C:8]2[C:9]([C:14]([O:16][CH3:17])=[O:15])=[CH:10][CH:11]=[CH:12][CH:13]=2)=[CH:4][C:3]=1[C:18]([O-:20])=O.C(Cl)(=O)C(Cl)=O.[NH2:27][CH2:28][C:29]1([CH2:36][OH:37])[CH2:35][CH2:34][CH2:33][CH2:32][CH2:31][CH2:30]1.C(N(CC)CC)C. Product: [Cl:1][C:2]1[CH:7]=[CH:6][C:5]([C:8]2[C:9]([C:14]([O:16][CH3:17])=[O:15])=[CH:10][CH:11]=[CH:12][CH:13]=2)=[CH:4][C:3]=1[C:18]([NH:27][CH2:28][C:29]1([CH2:36][OH:37])[CH2:35][CH2:34][CH2:33][CH2:32][CH2:31][CH2:30]1)=[O:20]. The catalyst class is: 204. (6) Reactant: [CH:1](N1CC(C2(NC(=O)C(F)(F)F)CC2)C1)([C:8]1[CH:13]=[CH:12][CH:11]=[CH:10][CH:9]=1)[C:2]1[CH:7]=[CH:6][CH:5]=[CH:4][CH:3]=1.Cl.Cl.[NH2+]1CCC1. Product: [C:2]1([CH2:1][C:8]2[CH:9]=[CH:10][CH:11]=[CH:12][CH:13]=2)[CH:7]=[CH:6][CH:5]=[CH:4][CH:3]=1. The catalyst class is: 19.